This data is from NCI-60 drug combinations with 297,098 pairs across 59 cell lines. The task is: Regression. Given two drug SMILES strings and cell line genomic features, predict the synergy score measuring deviation from expected non-interaction effect. (1) Drug 1: C1C(C(OC1N2C=NC3=C(N=C(N=C32)Cl)N)CO)O. Drug 2: CC1=C(N=C(N=C1N)C(CC(=O)N)NCC(C(=O)N)N)C(=O)NC(C(C2=CN=CN2)OC3C(C(C(C(O3)CO)O)O)OC4C(C(C(C(O4)CO)O)OC(=O)N)O)C(=O)NC(C)C(C(C)C(=O)NC(C(C)O)C(=O)NCCC5=NC(=CS5)C6=NC(=CS6)C(=O)NCCC[S+](C)C)O. Cell line: M14. Synergy scores: CSS=58.0, Synergy_ZIP=-4.11, Synergy_Bliss=-3.61, Synergy_Loewe=-1.26, Synergy_HSA=1.32. (2) Drug 2: C1C(C(OC1N2C=NC3=C2NC=NCC3O)CO)O. Cell line: HS 578T. Synergy scores: CSS=32.0, Synergy_ZIP=2.50, Synergy_Bliss=3.24, Synergy_Loewe=-0.226, Synergy_HSA=4.39. Drug 1: COC1=CC(=CC(=C1O)OC)C2C3C(COC3=O)C(C4=CC5=C(C=C24)OCO5)OC6C(C(C7C(O6)COC(O7)C8=CC=CS8)O)O. (3) Drug 1: C1=CC(=CC=C1CCC2=CNC3=C2C(=O)NC(=N3)N)C(=O)NC(CCC(=O)O)C(=O)O. Drug 2: C1CN1P(=S)(N2CC2)N3CC3. Cell line: SK-MEL-2. Synergy scores: CSS=12.5, Synergy_ZIP=-6.07, Synergy_Bliss=-3.49, Synergy_Loewe=-24.2, Synergy_HSA=-2.71. (4) Drug 1: CS(=O)(=O)C1=CC(=C(C=C1)C(=O)NC2=CC(=C(C=C2)Cl)C3=CC=CC=N3)Cl. Drug 2: CN(CC1=CN=C2C(=N1)C(=NC(=N2)N)N)C3=CC=C(C=C3)C(=O)NC(CCC(=O)O)C(=O)O. Cell line: SF-539. Synergy scores: CSS=31.5, Synergy_ZIP=-4.74, Synergy_Bliss=0.162, Synergy_Loewe=-27.4, Synergy_HSA=1.30. (5) Drug 1: CC1C(C(CC(O1)OC2CC(CC3=C2C(=C4C(=C3O)C(=O)C5=C(C4=O)C(=CC=C5)OC)O)(C(=O)C)O)N)O.Cl. Drug 2: CCC(=C(C1=CC=CC=C1)C2=CC=C(C=C2)OCCN(C)C)C3=CC=CC=C3.C(C(=O)O)C(CC(=O)O)(C(=O)O)O. Cell line: KM12. Synergy scores: CSS=30.3, Synergy_ZIP=-5.40, Synergy_Bliss=-1.48, Synergy_Loewe=5.90, Synergy_HSA=6.30. (6) Drug 1: CS(=O)(=O)C1=CC(=C(C=C1)C(=O)NC2=CC(=C(C=C2)Cl)C3=CC=CC=N3)Cl. Drug 2: CC1CCCC2(C(O2)CC(NC(=O)CC(C(C(=O)C(C1O)C)(C)C)O)C(=CC3=CSC(=N3)C)C)C. Cell line: 786-0. Synergy scores: CSS=4.76, Synergy_ZIP=-1.43, Synergy_Bliss=1.35, Synergy_Loewe=0.975, Synergy_HSA=1.11. (7) Drug 1: CNC(=O)C1=NC=CC(=C1)OC2=CC=C(C=C2)NC(=O)NC3=CC(=C(C=C3)Cl)C(F)(F)F. Drug 2: CC1=C(C(=O)C2=C(C1=O)N3CC4C(C3(C2COC(=O)N)OC)N4)N. Cell line: OVCAR3. Synergy scores: CSS=24.7, Synergy_ZIP=-5.88, Synergy_Bliss=-3.00, Synergy_Loewe=-45.5, Synergy_HSA=-2.23.